From a dataset of Forward reaction prediction with 1.9M reactions from USPTO patents (1976-2016). Predict the product of the given reaction. (1) Given the reactants [N:1]1([C:7]2[CH:8]=[CH:9][C:10]3[N:11]([C:13]([C:16]4[CH:17]=[C:18]([CH:20]=[CH:21][CH:22]=4)[NH2:19])=[N:14][N:15]=3)[N:12]=2)[CH2:6][CH2:5][CH2:4][CH2:3][CH2:2]1.[C:23](OC(=O)C)(=[O:25])[CH3:24], predict the reaction product. The product is: [N:1]1([C:7]2[CH:8]=[CH:9][C:10]3[N:11]([C:13]([C:16]4[CH:17]=[C:18]([CH:20]=[CH:21][CH:22]=4)[NH:19][C:23](=[O:25])[CH3:24])=[N:14][N:15]=3)[N:12]=2)[CH2:2][CH2:3][CH2:4][CH2:5][CH2:6]1. (2) The product is: [Cl:28][C:20]1[CH:21]2[N:26]=[CH:25][N:24]([CH3:27])[CH:22]2[N:23]=[C:18]([NH:17][S:14]([C:11]2([CH2:10][CH2:9][OH:8])[CH2:13][CH2:12]2)(=[O:16])=[O:15])[C:19]=1[NH:29][C:30]1[CH:35]=[CH:34][C:33]([I:36])=[CH:32][C:31]=1[F:37]. Given the reactants [Si]([O:8][CH2:9][CH2:10][C:11]1([S:14]([NH:17][C:18]2[C:19]([NH:29][C:30]3[CH:35]=[CH:34][C:33]([I:36])=[CH:32][C:31]=3[F:37])=[C:20]([Cl:28])[CH:21]3[N:26]=[CH:25][N:24]([CH3:27])[CH:22]3[N:23]=2)(=[O:16])=[O:15])[CH2:13][CH2:12]1)(C(C)(C)C)(C)C.Cl, predict the reaction product. (3) Given the reactants [C:1]([N:8]1[CH2:13][CH2:12][NH:11][CH2:10][CH2:9]1)([O:3][C:4]([CH3:7])([CH3:6])[CH3:5])=[O:2].C(N(C(C)C)CC)(C)C.[F:23][C:24]([F:35])([F:34])[C:25]1[CH:33]=[CH:32][CH:31]=[CH:30][C:26]=1[C:27](Cl)=[O:28], predict the reaction product. The product is: [C:4]([O:3][C:1]([N:8]1[CH2:9][CH2:10][N:11]([C:27](=[O:28])[C:26]2[CH:30]=[CH:31][CH:32]=[CH:33][C:25]=2[C:24]([F:23])([F:34])[F:35])[CH2:12][CH2:13]1)=[O:2])([CH3:7])([CH3:6])[CH3:5]. (4) Given the reactants [C:1]([O:5][C:6]([CH3:9])([CH3:8])[CH3:7])(=[O:4])[NH:2][NH2:3].CCN(CC)CC.[Cl:17][C:18]1[CH:27]=[CH:26][C:21]([C:22]([CH2:24]Br)=[CH2:23])=[CH:20][CH:19]=1, predict the reaction product. The product is: [C:6]([O:5][C:1]([NH:2][NH:3][CH2:24][C:22]([C:21]1[CH:26]=[CH:27][C:18]([Cl:17])=[CH:19][CH:20]=1)=[CH2:23])=[O:4])([CH3:9])([CH3:8])[CH3:7]. (5) Given the reactants C(N(CC)CC)C.C(Cl)(=O)C(C)(C)C.[N:15]1[CH:20]=[CH:19][CH:18]=[C:17](/[CH:21]=[CH:22]/[C:23]([OH:25])=O)[CH:16]=1.Cl.[CH2:27]([O:34][C:35]1[CH:36]=[C:37]([CH:41]=[CH:42][CH:43]=1)[CH2:38][CH2:39][NH2:40])[C:28]1[CH:33]=[CH:32][CH:31]=[CH:30][CH:29]=1, predict the reaction product. The product is: [CH2:27]([O:34][C:35]1[CH:36]=[C:37]([CH:41]=[CH:42][CH:43]=1)[CH2:38][CH2:39][NH:40][C:23](=[O:25])/[CH:22]=[CH:21]/[C:17]1[CH:16]=[N:15][CH:20]=[CH:19][CH:18]=1)[C:28]1[CH:29]=[CH:30][CH:31]=[CH:32][CH:33]=1.